Predict the reaction yield, written as a fraction of the theoretical maximum amount of product (1.0 means a 100% yield; for example, 0.34 means a 34% yield). From a dataset of Reaction yield outcomes from USPTO patents with 853,638 reactions. The reactants are [CH2:1]([O:3][C:4]1[CH:5]=[C:6]([CH:9]=[CH:10][C:11]=1[OH:12])[CH:7]=[O:8])[CH3:2].Cl.Cl[CH2:15][C:16]1[CH:17]=[CH:18][C:19]([O:22][CH3:23])=[N:20][CH:21]=1.C(=O)([O-])[O-].[K+].[K+]. The catalyst is C(#N)C.O. The product is [CH2:1]([O:3][C:4]1[CH:5]=[C:6]([CH:9]=[CH:10][C:11]=1[O:12][CH2:15][C:16]1[CH:21]=[N:20][C:19]([O:22][CH3:23])=[CH:18][CH:17]=1)[CH:7]=[O:8])[CH3:2]. The yield is 0.720.